Dataset: Forward reaction prediction with 1.9M reactions from USPTO patents (1976-2016). Task: Predict the product of the given reaction. (1) The product is: [O:1]1[C:11]2[C:6](=[CH:7][CH:8]=[CH:9][CH:10]=2)[CH:5]=[C:4]([NH2:18])[C:2]1=[O:3]. Given the reactants [O:1]1[C:11]2[C:6](=[CH:7][CH:8]=[CH:9][CH:10]=2)[CH:5]=[CH:4][C:2]1=[O:3].C([NH2:18])CCCCC.C1CCN2C(=NCCC2)CC1, predict the reaction product. (2) Given the reactants [NH:1]1[CH2:7][CH2:6][CH2:5][C:4](=[O:8])[C:3]2[CH:9]=[CH:10][CH:11]=[CH:12][C:2]1=2.[C:13](Cl)(=[O:20])[C:14]1[CH:19]=[CH:18][CH:17]=[CH:16][CH:15]=1, predict the reaction product. The product is: [C:13]([N:1]1[CH2:7][CH2:6][CH2:5][C:4](=[O:8])[C:3]2[CH:9]=[CH:10][CH:11]=[CH:12][C:2]1=2)(=[O:20])[C:14]1[CH:19]=[CH:18][CH:17]=[CH:16][CH:15]=1. (3) Given the reactants O.[OH-].[Li+].C[O:5][C:6](=[O:21])[C:7]1[CH:12]=[C:11]([C:13]2[CH:18]=[CH:17][C:16]([Cl:19])=[CH:15][CH:14]=2)[C:10]([Cl:20])=[N:9][CH:8]=1.Cl, predict the reaction product. The product is: [Cl:20][C:10]1[C:11]([C:13]2[CH:18]=[CH:17][C:16]([Cl:19])=[CH:15][CH:14]=2)=[CH:12][C:7]([C:6]([OH:21])=[O:5])=[CH:8][N:9]=1.